This data is from Catalyst prediction with 721,799 reactions and 888 catalyst types from USPTO. The task is: Predict which catalyst facilitates the given reaction. Reactant: [F:1][C:2]1[N:10]=[C:9]2[C:5]([N:6]=[C:7]([CH2:40][C:41]3[C:49]([I:50])=[CH:48][C:44]4[O:45][CH2:46][O:47][C:43]=4[CH:42]=3)[N:8]2[CH2:11][CH2:12][N:13]([CH:37]([CH3:39])[CH3:38])[CH2:14][CH2:15][CH2:16][O:17]C(C2C=CC=CC=2)(C2C=CC=CC=2)C2C=CC=CC=2)=[C:4]([NH2:51])[N:3]=1. Product: [NH2:51][C:4]1[N:3]=[C:2]([F:1])[N:10]=[C:9]2[C:5]=1[N:6]=[C:7]([CH2:40][C:41]1[C:49]([I:50])=[CH:48][C:44]3[O:45][CH2:46][O:47][C:43]=3[CH:42]=1)[N:8]2[CH2:11][CH2:12][N:13]([CH:37]([CH3:39])[CH3:38])[CH2:14][CH2:15][CH2:16][OH:17]. The catalyst class is: 137.